From a dataset of Full USPTO retrosynthesis dataset with 1.9M reactions from patents (1976-2016). Predict the reactants needed to synthesize the given product. (1) Given the product [C:1]([O:5][C:6](=[O:14])[N:7]([CH2:11][CH2:12][O:13][C:18]1[N:23]=[C:22]([O:24][CH3:25])[C:21]([N+:26]([O-:28])=[O:27])=[CH:20][N:19]=1)[CH2:8][CH2:9][CH3:10])([CH3:2])([CH3:3])[CH3:4], predict the reactants needed to synthesize it. The reactants are: [C:1]([O:5][C:6](=[O:14])[N:7]([CH2:11][CH2:12][OH:13])[CH2:8][CH2:9][CH3:10])([CH3:4])([CH3:3])[CH3:2].[H-].[Na+].Cl[C:18]1[N:23]=[C:22]([O:24][CH3:25])[C:21]([N+:26]([O-:28])=[O:27])=[CH:20][N:19]=1.O. (2) Given the product [CH3:37][C:32]1[C:31]([CH:2]([C:3]2[O:4][C:5]3[CH:11]=[CH:10][C:9]([CH2:12][C:13]([NH:15][CH:16]([C:23]4[CH:28]=[CH:27][C:26]([CH3:29])=[CH:25][C:24]=4[CH3:30])[C:17]4[CH:18]=[CH:19][CH:20]=[CH:21][CH:22]=4)=[O:14])=[CH:8][C:6]=3[CH:7]=2)[O:38][CH:39]2[CH2:40][N:41]([C:43]([O:45][C:46]([CH3:49])([CH3:48])[CH3:47])=[O:44])[CH2:42]2)=[C:35]([CH3:36])[O:34][N:33]=1, predict the reactants needed to synthesize it. The reactants are: Cl[CH:2]([C:31]1[C:32]([CH3:37])=[N:33][O:34][C:35]=1[CH3:36])[C:3]1[O:4][C:5]2[CH:11]=[CH:10][C:9]([CH2:12][C:13]([NH:15][CH:16]([C:23]3[CH:28]=[CH:27][C:26]([CH3:29])=[CH:25][C:24]=3[CH3:30])[C:17]3[CH:22]=[CH:21][CH:20]=[CH:19][CH:18]=3)=[O:14])=[CH:8][C:6]=2[CH:7]=1.[OH:38][CH:39]1[CH2:42][N:41]([C:43]([O:45][C:46]([CH3:49])([CH3:48])[CH3:47])=[O:44])[CH2:40]1.ClCOC(C)C. (3) Given the product [N+:34]([C:31]1[CH:32]=[CH:33][C:28]([N:13]2[CH2:14][CH2:15][C:10]3([CH2:8][CH:9]3[C:16]([O:18][CH2:19][CH3:20])=[O:17])[CH2:11][CH2:12]2)=[CH:29][CH:30]=1)([O-:36])=[O:35], predict the reactants needed to synthesize it. The reactants are: FC(F)(F)C([O-])=O.[CH2:8]1[C:10]2([CH2:15][CH2:14][NH:13][CH2:12][CH2:11]2)[CH:9]1[C:16]([O:18][CH2:19][CH3:20])=[O:17].C(=O)([O-])[O-].[K+].[K+].F[C:28]1[CH:33]=[CH:32][C:31]([N+:34]([O-:36])=[O:35])=[CH:30][CH:29]=1. (4) Given the product [Cl:37][C:38]1[CH:45]=[CH:44][C:41]([CH2:42][NH:43][C:3]([C:5]2[N:14]3[C:8]([CH2:9][N:10]([C:19]([C:21]4[CH:26]=[CH:25][C:24]([C:27]5[CH:32]=[CH:31][CH:30]=[CH:29][C:28]=5[CH3:33])=[C:23]([CH3:34])[CH:22]=4)=[O:20])[C:11]4[CH:18]=[CH:17][CH:16]=[CH:15][C:12]=4[CH2:13]3)=[CH:7][CH:6]=2)=[O:4])=[CH:40][CH:39]=1, predict the reactants needed to synthesize it. The reactants are: ClC(Cl)(Cl)[C:3]([C:5]1[N:14]2[C:8]([CH2:9][N:10]([C:19]([C:21]3[CH:26]=[CH:25][C:24]([C:27]4[CH:32]=[CH:31][CH:30]=[CH:29][C:28]=4[CH3:33])=[C:23]([CH3:34])[CH:22]=3)=[O:20])[C:11]3[CH:18]=[CH:17][CH:16]=[CH:15][C:12]=3[CH2:13]2)=[CH:7][CH:6]=1)=[O:4].[Cl:37][C:38]1[CH:45]=[CH:44][C:41]([CH2:42][NH2:43])=[CH:40][CH:39]=1. (5) Given the product [Cl:17][C:14]1[CH:15]=[CH:16][C:11]([O:10][C:6]2[CH:5]=[C:4]([CH:9]=[CH:8][CH:7]=2)[C:3]([OH:30])=[O:2])=[C:12]([NH:18][C:19]2[C:28]3[C:23](=[N:24][C:25]([CH3:29])=[CH:26][CH:27]=3)[N:22]=[CH:21][CH:20]=2)[CH:13]=1, predict the reactants needed to synthesize it. The reactants are: C[O:2][C:3](=[O:30])[C:4]1[CH:9]=[CH:8][CH:7]=[C:6]([O:10][C:11]2[CH:16]=[CH:15][C:14]([Cl:17])=[CH:13][C:12]=2[NH:18][C:19]2[C:28]3[C:23](=[N:24][C:25]([CH3:29])=[CH:26][CH:27]=3)[N:22]=[CH:21][CH:20]=2)[CH:5]=1.C1COCC1.O.[Li+].[OH-].